From a dataset of Forward reaction prediction with 1.9M reactions from USPTO patents (1976-2016). Predict the product of the given reaction. (1) Given the reactants [CH2:1]([O:3][C:4](=[O:22])[C:5]([CH:7]1[C:13](=O)[CH2:12][CH2:11][CH2:10][N:9]([C:15]([O:17][C:18]([CH3:21])([CH3:20])[CH3:19])=[O:16])[CH2:8]1)=O)[CH3:2].[NH2:23][NH2:24], predict the reaction product. The product is: [NH:23]1[C:13]2[CH2:12][CH2:11][CH2:10][N:9]([C:15]([O:17][C:18]([CH3:21])([CH3:20])[CH3:19])=[O:16])[CH2:8][C:7]=2[C:5]([C:4]([O:3][CH2:1][CH3:2])=[O:22])=[N:24]1. (2) The product is: [Cl:19][C:20]1[CH:25]=[CH:24][C:23]([NH:26][C:2]2[CH:7]=[C:6]([C:8]3[CH:13]=[CH:12][CH:11]=[CH:10][C:9]=3[C:14]([F:17])([F:16])[F:15])[N:5]=[C:4]([NH2:18])[N:3]=2)=[CH:22][CH:21]=1. Given the reactants Cl[C:2]1[CH:7]=[C:6]([C:8]2[CH:13]=[CH:12][CH:11]=[CH:10][C:9]=2[C:14]([F:17])([F:16])[F:15])[N:5]=[C:4]([NH2:18])[N:3]=1.[Cl:19][C:20]1[CH:25]=[CH:24][C:23]([NH2:26])=[CH:22][CH:21]=1, predict the reaction product. (3) Given the reactants Br[C:2]1[CH:3]=[C:4]([CH:16]=[C:17]([N+:19]([O-:21])=[O:20])[CH:18]=1)[O:5][CH2:6][CH2:7][NH:8][C:9](=[O:15])[O:10][C:11]([CH3:14])([CH3:13])[CH3:12].[CH3:22][N:23]1[CH:27]=[C:26](B2OC(C)(C)C(C)(C)O2)[CH:25]=[N:24]1.C([O-])([O-])=O.[Na+].[Na+], predict the reaction product. The product is: [CH3:22][N:23]1[CH:27]=[C:26]([C:2]2[CH:3]=[C:4]([CH:16]=[C:17]([N+:19]([O-:21])=[O:20])[CH:18]=2)[O:5][CH2:6][CH2:7][NH:8][C:9](=[O:15])[O:10][C:11]([CH3:14])([CH3:13])[CH3:12])[CH:25]=[N:24]1. (4) Given the reactants C1(P(C2C=CC=CC=2)C2C=CC=CC=2)C=CC=CC=1.N1C=CN=C1.[Br:25]Br.[CH2:27]([C:34]1[CH:41]=[CH:40][CH:39]=[CH:38][C:35]=1[CH2:36]O)[C:28]1[CH:33]=[CH:32][CH:31]=[CH:30][CH:29]=1.Cl, predict the reaction product. The product is: [CH2:27]([C:34]1[CH:41]=[CH:40][CH:39]=[CH:38][C:35]=1[CH2:36][Br:25])[C:28]1[CH:33]=[CH:32][CH:31]=[CH:30][CH:29]=1.